This data is from Forward reaction prediction with 1.9M reactions from USPTO patents (1976-2016). The task is: Predict the product of the given reaction. (1) Given the reactants [ClH:1].[C:2]([CH2:4][C:5]1([N:16]2[CH:20]=[C:19]([B:21]3[O:25][C:24]([CH3:27])([CH3:26])[C:23]([CH3:29])([CH3:28])[O:22]3)[CH:18]=[N:17]2)[CH2:8][N:7](C(OC(C)(C)C)=O)[CH2:6]1)#[N:3], predict the reaction product. The product is: [ClH:1].[CH3:28][C:23]1([CH3:29])[C:24]([CH3:26])([CH3:27])[O:25][B:21]([C:19]2[CH:18]=[N:17][N:16]([C:5]3([CH2:4][C:2]#[N:3])[CH2:6][NH:7][CH2:8]3)[CH:20]=2)[O:22]1.[ClH:1]. (2) Given the reactants [F:1][C:2]1[CH:3]=[C:4]([C:26]2([NH:29][CH2:30][CH2:31][C:32]([O:34]C)=[O:33])[CH2:28][CH2:27]2)[CH:5]=[CH:6][C:7]=1[C:8]1[S:9][C:10]2[C:15]([N:16]=1)=[CH:14][CH:13]=[C:12]([C:17]1([C:20]3[CH:25]=[CH:24][CH:23]=[CH:22][CH:21]=3)[CH2:19][CH2:18]1)[N:11]=2.[OH-].[Li+], predict the reaction product. The product is: [F:1][C:2]1[CH:3]=[C:4]([C:26]2([NH:29][CH2:30][CH2:31][C:32]([OH:34])=[O:33])[CH2:27][CH2:28]2)[CH:5]=[CH:6][C:7]=1[C:8]1[S:9][C:10]2[C:15]([N:16]=1)=[CH:14][CH:13]=[C:12]([C:17]1([C:20]3[CH:25]=[CH:24][CH:23]=[CH:22][CH:21]=3)[CH2:19][CH2:18]1)[N:11]=2. (3) Given the reactants COC1C2C(=CC=CC=2)C=CC=1CBr.C1(C)C=C[C:18]([S:21]([O-:24])(=O)=[O:22])=CC=1.[NH+:26]1[CH:31]=[CH:30][CH:29]=[CH:28][CH:27]=1.O[CH2:33][CH2:34][CH2:35][O:36][C:37]1[CH:42]=[CH:41][C:40]([CH:43]2[CH2:48][CH2:47][N:46]([C:49]([O:51][C:52]([CH3:55])([CH3:54])[CH3:53])=[O:50])[CH2:45][CH:44]2[O:56][CH2:57][C:58]2[CH:67]=[CH:66][C:65]3[C:60](=[CH:61][CH:62]=[CH:63][CH:64]=3)[C:59]=2[O:68][CH3:69])=[CH:39][CH:38]=1.[S:70]1C2C=CC=CC=2N=[C:71]1SSC1SC2C=CC=CC=2N=1, predict the reaction product. The product is: [S:70]1[C:71]2[CH:27]=[CH:28][CH:29]=[CH:30][C:31]=2[N:26]=[C:18]1[S:21]([CH2:33][CH2:34][CH2:35][O:36][C:37]1[CH:42]=[CH:41][C:40]([CH:43]2[CH2:48][CH2:47][N:46]([C:49]([O:51][C:52]([CH3:54])([CH3:55])[CH3:53])=[O:50])[CH2:45][CH:44]2[O:56][CH2:57][C:58]2[CH:67]=[CH:66][C:65]3[C:60](=[CH:61][CH:62]=[CH:63][CH:64]=3)[C:59]=2[O:68][CH3:69])=[CH:39][CH:38]=1)(=[O:24])=[O:22]. (4) Given the reactants [CH3:1][C:2]1[C:3]2[CH:24]=[CH:23][CH:22]=[CH:21][C:4]=2[S:5][C:6]=1[CH2:7][N:8]1[CH2:13][CH2:12][N:11](C(OC(C)(C)C)=O)[CH2:10][CH2:9]1.C(O)(C(F)(F)F)=O.C(=O)(O)[O-].[Na+].C(Cl)[Cl:38], predict the reaction product. The product is: [ClH:38].[ClH:38].[CH3:1][C:2]1[C:3]2[CH:24]=[CH:23][CH:22]=[CH:21][C:4]=2[S:5][C:6]=1[CH2:7][N:8]1[CH2:9][CH2:10][NH:11][CH2:12][CH2:13]1. (5) Given the reactants [ClH:1].[F:2][C:3]([F:36])([F:35])[C:4]1[CH:5]=[C:6]([C@@H:14]([N:16]([CH3:34])[C:17](=[O:33])[CH2:18][C:19]([C:26]2[CH:31]=[CH:30][C:29]([F:32])=[CH:28][CH:27]=2)=[C:20]2[CH2:25][CH2:24][NH:23][CH2:22][CH2:21]2)[CH3:15])[CH:7]=[C:8]([C:10]([F:13])([F:12])[F:11])[CH:9]=1, predict the reaction product. The product is: [ClH:1].[F:13][C:10]([F:11])([F:12])[C:8]1[CH:7]=[C:6]([C@@H:14]([N:16]([CH3:34])[C:17](=[O:33])[CH2:18][C:19]([C:26]2[CH:27]=[CH:28][C:29]([F:32])=[CH:30][CH:31]=2)=[C:20]2[CH2:21][CH2:22][NH:23][CH2:24][CH2:25]2)[CH3:15])[CH:5]=[C:4]([C:3]([F:35])([F:36])[F:2])[CH:9]=1. (6) Given the reactants [Cl:1][C:2]1[CH:7]=[CH:6][C:5]([CH:8]([C:31]2[N:32]([CH3:45])[N:33]=[C:34]3[C:39]=2[CH:38]=[C:37]([C:40]([F:43])([F:42])[F:41])[CH:36]=[C:35]3[Cl:44])[CH:9]([C:13]2[CH:30]=[CH:29][C:16]([C:17]([NH:19][CH2:20][CH2:21][C:22]([O:24]C(C)(C)C)=[O:23])=[O:18])=[CH:15][CH:14]=2)[CH2:10][CH2:11][CH3:12])=[CH:4][CH:3]=1.C(O)(C(F)(F)F)=O, predict the reaction product. The product is: [Cl:1][C:2]1[CH:7]=[CH:6][C:5]([CH:8]([C:31]2[N:32]([CH3:45])[N:33]=[C:34]3[C:39]=2[CH:38]=[C:37]([C:40]([F:41])([F:42])[F:43])[CH:36]=[C:35]3[Cl:44])[CH:9]([C:13]2[CH:14]=[CH:15][C:16]([C:17]([NH:19][CH2:20][CH2:21][C:22]([OH:24])=[O:23])=[O:18])=[CH:29][CH:30]=2)[CH2:10][CH2:11][CH3:12])=[CH:4][CH:3]=1. (7) Given the reactants C([O-])(=O)C.[K+].[B:15]1([B:15]2[O:19][C:18]([CH3:21])([CH3:20])[C:17]([CH3:23])([CH3:22])[O:16]2)[O:19][C:18]([CH3:21])([CH3:20])[C:17]([CH3:23])([CH3:22])[O:16]1.Br[C:25]1[C:30]([CH3:31])=[CH:29][C:28]([S:32]([C:35]([F:38])([F:37])[F:36])(=[O:34])=[O:33])=[CH:27][CH:26]=1, predict the reaction product. The product is: [CH3:31][C:30]1[CH:29]=[C:28]([S:32]([C:35]([F:38])([F:36])[F:37])(=[O:34])=[O:33])[CH:27]=[CH:26][C:25]=1[B:15]1[O:16][C:17]([CH3:22])([CH3:23])[C:18]([CH3:20])([CH3:21])[O:19]1. (8) Given the reactants C[O:2][C:3](=[O:44])[C:4]1[CH:9]=[C:8]([O:10][CH3:11])[C:7]([NH:12][C:13]([C@@H:15]2[NH:19][C@@H:18]([CH2:20][C:21]([CH3:24])([CH3:23])[CH3:22])[C@:17]3([C:32]4[C:27](=[CH:28][C:29]([Cl:33])=[CH:30][CH:31]=4)[NH:26][C:25]3=[O:34])[C@H:16]2[C:35]2[CH:40]=[CH:39][CH:38]=[C:37]([Cl:41])[C:36]=2[F:42])=[O:14])=[CH:6][C:5]=1[F:43].Cl, predict the reaction product. The product is: [Cl:33][C:29]1[CH:28]=[C:27]2[NH:26][C:25](=[O:34])[C@:17]3([C@@H:16]([C:35]4[CH:40]=[CH:39][CH:38]=[C:37]([Cl:41])[C:36]=4[F:42])[C@H:15]([C:13]([NH:12][C:7]4[C:8]([O:10][CH3:11])=[CH:9][C:4]([C:3]([OH:44])=[O:2])=[C:5]([F:43])[CH:6]=4)=[O:14])[NH:19][C@H:18]3[CH2:20][C:21]([CH3:23])([CH3:22])[CH3:24])[C:32]2=[CH:31][CH:30]=1.